This data is from Peptide-MHC class II binding affinity with 134,281 pairs from IEDB. The task is: Regression. Given a peptide amino acid sequence and an MHC pseudo amino acid sequence, predict their binding affinity value. This is MHC class II binding data. (1) The peptide sequence is GELQIVDKILAAFKI. The MHC is DRB1_1501 with pseudo-sequence DRB1_1501. The binding affinity (normalized) is 0.762. (2) The peptide sequence is DKYRTFVATFGAASNKAFAE. The MHC is DRB1_0802 with pseudo-sequence DRB1_0802. The binding affinity (normalized) is 0.955.